Dataset: Reaction yield outcomes from USPTO patents with 853,638 reactions. Task: Predict the reaction yield, written as a fraction of the theoretical maximum amount of product (1.0 means a 100% yield; for example, 0.34 means a 34% yield). (1) The reactants are [F:1][C:2]1[CH:7]=[C:6](I)[CH:5]=[CH:4][C:3]=1[N:9]1[CH:14]=[C:13]([O:15][CH3:16])[C:12](=[O:17])[C:11]([C:18]2[N:22]([C:23]3[CH:28]=[CH:27][CH:26]=[CH:25][CH:24]=3)[N:21]=[CH:20][CH:19]=2)=[N:10]1.[NH:29]1[CH:33]=[CH:32][N:31]=[CH:30]1.N[C@@H]1CCCC[C@H]1N.C([O-])([O-])=O.[Cs+].[Cs+]. The catalyst is O1CCOCC1.[Cu]I.O. The product is [F:1][C:2]1[CH:7]=[C:6]([N:29]2[CH:33]=[CH:32][N:31]=[CH:30]2)[CH:5]=[CH:4][C:3]=1[N:9]1[CH:14]=[C:13]([O:15][CH3:16])[C:12](=[O:17])[C:11]([C:18]2[N:22]([C:23]3[CH:28]=[CH:27][CH:26]=[CH:25][CH:24]=3)[N:21]=[CH:20][CH:19]=2)=[N:10]1. The yield is 0.0800. (2) The reactants are Cl[C:2]1[CH:3]=[C:4]([C:8]2[N:9]=[CH:10][N:11]([C:13]3[C:18]([CH3:19])=[CH:17][CH:16]=[CH:15][C:14]=3[CH3:20])[CH:12]=2)[CH:5]=[CH:6][CH:7]=1.[NH2:21][C:22]1[CH:27]=[CH:26][CH:25]=[CH:24][CH:23]=1.CC(C)([O-])C.[Na+].C1(P(C2CCCCC2)C2C=CC=CC=2C2C(OC)=CC=CC=2OC)CCCCC1. The catalyst is C1(C)C=CC=CC=1.C1C=CC(/C=C/C(/C=C/C2C=CC=CC=2)=O)=CC=1.C1C=CC(/C=C/C(/C=C/C2C=CC=CC=2)=O)=CC=1.C1C=CC(/C=C/C(/C=C/C2C=CC=CC=2)=O)=CC=1.[Pd].[Pd]. The product is [CH3:20][C:14]1[CH:15]=[CH:16][CH:17]=[C:18]([CH3:19])[C:13]=1[N:11]1[CH:12]=[C:8]([C:4]2[CH:3]=[C:2]([CH:7]=[CH:6][CH:5]=2)[NH:21][C:22]2[CH:27]=[CH:26][CH:25]=[CH:24][CH:23]=2)[N:9]=[CH:10]1. The yield is 0.420.